This data is from Catalyst prediction with 721,799 reactions and 888 catalyst types from USPTO. The task is: Predict which catalyst facilitates the given reaction. (1) The catalyst class is: 13. Reactant: [CH2:1]([O:3][C:4]([C:6]1[N:7]=[C:8]([C:37]([F:40])([F:39])[F:38])[N:9]2[CH2:14][CH2:13][N:12]([C:15](=[O:36])[CH2:16][C@H:17]([NH:28]C(OC(C)(C)C)=O)[CH2:18][C:19]3[CH:24]=[C:23]([F:25])[C:22]([F:26])=[CH:21][C:20]=3[F:27])[CH2:11][C:10]=12)=[O:5])[CH3:2].[ClH:41]. Product: [ClH:41].[CH2:1]([O:3][C:4]([C:6]1[N:7]=[C:8]([C:37]([F:39])([F:40])[F:38])[N:9]2[CH2:14][CH2:13][N:12]([C:15](=[O:36])[CH2:16][C@H:17]([NH2:28])[CH2:18][C:19]3[CH:24]=[C:23]([F:25])[C:22]([F:26])=[CH:21][C:20]=3[F:27])[CH2:11][C:10]=12)=[O:5])[CH3:2]. (2) Reactant: [CH:1]1([NH2:7])[CH2:6][CH2:5][CH2:4][CH2:3][CH2:2]1.N1C=CC=CC=1.[F:14][C:15]([F:26])([F:25])[C:16](O[C:16](=[O:17])[C:15]([F:26])([F:25])[F:14])=[O:17]. Product: [CH:1]1([NH:7][C:16](=[O:17])[C:15]([F:26])([F:25])[F:14])[CH2:6][CH2:5][CH2:4][CH2:3][CH2:2]1. The catalyst class is: 2. (3) Reactant: [NH2:1][C:2]1[CH:11]=[CH:10][C:5]([C:6]([O:8][CH3:9])=[O:7])=[CH:4][CH:3]=1.[C:12]1([C:18]2[O:22][N:21]=[CH:20][C:19]=2[CH2:23][CH2:24][C:25](O)=[O:26])[CH:17]=[CH:16][CH:15]=[CH:14][CH:13]=1.O.ON1C2C=CC=CC=2N=N1.Cl.C(N=C=NCCCN(C)C)C. Product: [CH3:9][O:8][C:6]([C:5]1[CH:4]=[CH:3][C:2]([NH:1][C:25](=[O:26])[CH2:24][CH2:23][C:19]2[CH:20]=[N:21][O:22][C:18]=2[C:12]2[CH:13]=[CH:14][CH:15]=[CH:16][CH:17]=2)=[CH:11][CH:10]=1)=[O:7]. The catalyst class is: 145. (4) Reactant: [F:1][C:2]1[CH:7]=[CH:6][C:5]([C:8]2[C:12]3=[N:13][CH:14]=[CH:15][CH:16]=[C:11]3[N:10]([OH:17])[C:9]=2[C:18]2[CH:23]=[CH:22][N:21]=[CH:20][CH:19]=2)=[CH:4][CH:3]=1.Cl.Cl[CH2:26][CH2:27][N:28]1[CH2:33][CH2:32][O:31][CH2:30][CH2:29]1.[H-].[Na+]. Product: [F:1][C:2]1[CH:3]=[CH:4][C:5]([C:8]2[C:12]3=[N:13][CH:14]=[CH:15][CH:16]=[C:11]3[N:10]([O:17][CH2:26][CH2:27][N:28]3[CH2:33][CH2:32][O:31][CH2:30][CH2:29]3)[C:9]=2[C:18]2[CH:19]=[CH:20][N:21]=[CH:22][CH:23]=2)=[CH:6][CH:7]=1. The catalyst class is: 9.